Dataset: NCI-60 drug combinations with 297,098 pairs across 59 cell lines. Task: Regression. Given two drug SMILES strings and cell line genomic features, predict the synergy score measuring deviation from expected non-interaction effect. Drug 1: C1=CN(C=N1)CC(O)(P(=O)(O)O)P(=O)(O)O. Drug 2: C1CN(P(=O)(OC1)NCCCl)CCCl. Cell line: CAKI-1. Synergy scores: CSS=0.281, Synergy_ZIP=-2.34, Synergy_Bliss=-5.31, Synergy_Loewe=-4.44, Synergy_HSA=-4.21.